From a dataset of Forward reaction prediction with 1.9M reactions from USPTO patents (1976-2016). Predict the product of the given reaction. (1) Given the reactants [F:1][C:2]1[CH:3]=[C:4]([C:25]2[CH:30]=[CH:29][C:28]([C:31]3[NH:35][N:34]=[N:33][N:32]=3)=[CH:27][CH:26]=2)[CH:5]=[C:6]([F:24])[C:7]=1[O:8][CH2:9][CH:10]1[CH2:15][CH2:14][N:13]([C:16]2[N:21]=[CH:20][C:19]([CH2:22][CH3:23])=[CH:18][N:17]=2)[CH2:12][CH2:11]1.CI.[C:38]([O-])([O-])=O.[Cs+].[Cs+], predict the reaction product. The product is: [F:24][C:6]1[CH:5]=[C:4]([C:25]2[CH:30]=[CH:29][C:28]([C:31]3[N:35]([CH3:38])[N:34]=[N:33][N:32]=3)=[CH:27][CH:26]=2)[CH:3]=[C:2]([F:1])[C:7]=1[O:8][CH2:9][CH:10]1[CH2:15][CH2:14][N:13]([C:16]2[N:17]=[CH:18][C:19]([CH2:22][CH3:23])=[CH:20][N:21]=2)[CH2:12][CH2:11]1. (2) Given the reactants [CH3:1][O:2][C:3]([C@:5]1([CH3:42])[C@H:10]([N:11]([CH2:20][C:21]2[CH:26]=[CH:25][CH:24]=[CH:23][CH:22]=2)[C@@H:12]([C:14]2[CH:19]=[CH:18][CH:17]=[CH:16][CH:15]=2)[CH3:13])[CH2:9][CH2:8][N:7](C2C3C=CC=CC=3CCC3C=CC=CC2=3)[CH2:6]1)=[O:4].C([SiH](CC)CC)C.CCN(CC)CC.[C:68]([O:67][C:65](O[C:65]([O:67][C:68]([CH3:71])([CH3:70])[CH3:69])=[O:66])=[O:66])([CH3:71])([CH3:70])[CH3:69], predict the reaction product. The product is: [CH2:20]([N:11]([C@@H:12]([C:14]1[CH:19]=[CH:18][CH:17]=[CH:16][CH:15]=1)[CH3:13])[C@@H:10]1[CH2:9][CH2:8][N:7]([C:65]([O:67][C:68]([CH3:69])([CH3:70])[CH3:71])=[O:66])[CH2:6][C@:5]1([CH3:42])[C:3]([O:2][CH3:1])=[O:4])[C:21]1[CH:22]=[CH:23][CH:24]=[CH:25][CH:26]=1. (3) Given the reactants [N+:1]([C:4]1[CH:26]=[CH:25][C:7]([O:8][C:9]2[CH:24]=[CH:23][C:12]([C:13]([O:15]CC3C=CC=CC=3)=[O:14])=[CH:11][CH:10]=2)=[CH:6][C:5]=1[O:27]CC1C=CC=CC=1)([O-])=O.[H][H], predict the reaction product. The product is: [NH2:1][C:4]1[CH:26]=[CH:25][C:7]([O:8][C:9]2[CH:24]=[CH:23][C:12]([C:13]([OH:15])=[O:14])=[CH:11][CH:10]=2)=[CH:6][C:5]=1[OH:27].